Predict the product of the given reaction. From a dataset of Forward reaction prediction with 1.9M reactions from USPTO patents (1976-2016). (1) Given the reactants [Br:1][C:2]1[CH:3]=[C:4]2[C:9](=[CH:10][CH:11]=1)[N:8]=[CH:7][C:6]([C:12](=[O:14])[CH3:13])=[C:5]2Cl.Cl.[CH3:17][N:18]([CH3:26])[C@H:19]1[CH2:24][CH2:23][C@H:22]([NH2:25])[CH2:21][CH2:20]1, predict the reaction product. The product is: [Br:1][C:2]1[CH:3]=[C:4]2[C:9](=[CH:10][CH:11]=1)[N:8]=[CH:7][C:6]([C:12](=[O:14])[CH3:13])=[C:5]2[NH:25][C@H:22]1[CH2:23][CH2:24][C@H:19]([N:18]([CH3:26])[CH3:17])[CH2:20][CH2:21]1. (2) The product is: [NH2:1][C:2]1[CH:3]=[CH:4][C:5]([C:8]2[C:16]3[C:11](=[N:12][CH:13]=[CH:14][CH:15]=3)[NH:10][C:9]=2[C:17]([NH2:21])=[O:19])=[CH:6][CH:7]=1. Given the reactants [NH2:1][C:2]1[CH:7]=[CH:6][C:5]([C:8]2[C:16]3[C:11](=[N:12][CH:13]=[CH:14][CH:15]=3)[NH:10][C:9]=2[C:17]([O:19]C)=O)=[CH:4][CH:3]=1.[NH3:21], predict the reaction product. (3) Given the reactants O=[C:2]([C:6]1[C:10]2=[N:11][CH:12]=[CH:13][CH:14]=[C:9]2[NH:8][CH:7]=1)[C:3]([NH2:5])=O.[H-].[Al+3].[Li+].[H-].[H-].[H-], predict the reaction product. The product is: [NH2:5][CH2:3][CH2:2][C:6]1[C:10]2[C:9](=[CH:14][CH:13]=[CH:12][N:11]=2)[NH:8][CH:7]=1. (4) Given the reactants Cl[C:2]1[N:3]([C:13]2[CH:18]=[CH:17][C:16]([O:19][C:20]3[CH:25]=[CH:24][CH:23]=[CH:22][CH:21]=3)=[CH:15][CH:14]=2)[C:4]2[C:9]([C:10]=1[CH:11]=[O:12])=[CH:8][CH:7]=[CH:6][CH:5]=2.[NH:26]1[CH2:31][CH2:30][NH:29][CH2:28][CH2:27]1, predict the reaction product. The product is: [O:19]([C:16]1[CH:17]=[CH:18][C:13]([N:3]2[C:4]3[C:9](=[CH:8][CH:7]=[CH:6][CH:5]=3)[C:10]([CH:11]=[O:12])=[C:2]2[N:26]2[CH2:31][CH2:30][NH:29][CH2:28][CH2:27]2)=[CH:14][CH:15]=1)[C:20]1[CH:25]=[CH:24][CH:23]=[CH:22][CH:21]=1. (5) The product is: [C:20]([N:23]1[C:32]2[C:27](=[CH:28][C:29]([C:9]3[CH:10]=[CH:11][C:12]([C:13]([O:15][CH3:16])=[O:14])=[CH:17][CH:18]=3)=[CH:30][CH:31]=2)[C@H:26]([NH:34][C:35]([O:36][CH:37]([CH3:39])[CH3:38])=[O:40])[CH2:25][C@@H:24]1[CH3:41])(=[O:22])[CH3:21]. Given the reactants CC1(C)C(C)(C)OB([C:9]2[CH:18]=[CH:17][C:12]([C:13]([O:15][CH3:16])=[O:14])=[CH:11][CH:10]=2)O1.[C:20]([N:23]1[C:32]2[C:27](=[CH:28][C:29](Br)=[CH:30][CH:31]=2)[C@H:26]([NH:34][C:35](=[O:40])[O:36][CH:37]([CH3:39])[CH3:38])[CH2:25][C@@H:24]1[CH3:41])(=[O:22])[CH3:21].C([O-])(O)=O.[Na+], predict the reaction product. (6) Given the reactants [OH:1][B:2]1[C:6]2[CH:7]=[CH:8][C:9]([O:11][C:12]3[CH:19]=[CH:18][C:15]([CH:16]=O)=[CH:14][CH:13]=3)=[CH:10][C:5]=2[CH2:4][O:3]1.[CH3:20][NH:21]C.[BH4-].[Na+].Cl, predict the reaction product. The product is: [CH3:20][NH:21][CH2:16][C:15]1[CH:18]=[CH:19][C:12]([O:11][C:9]2[CH:8]=[CH:7][C:6]3[B:2]([OH:1])[O:3][CH2:4][C:5]=3[CH:10]=2)=[CH:13][CH:14]=1.